This data is from Peptide-MHC class I binding affinity with 185,985 pairs from IEDB/IMGT. The task is: Regression. Given a peptide amino acid sequence and an MHC pseudo amino acid sequence, predict their binding affinity value. This is MHC class I binding data. The peptide sequence is MVNHSTYYVH. The binding affinity (normalized) is 0.418. The MHC is HLA-A31:01 with pseudo-sequence HLA-A31:01.